Dataset: Full USPTO retrosynthesis dataset with 1.9M reactions from patents (1976-2016). Task: Predict the reactants needed to synthesize the given product. (1) Given the product [CH2:1]([O:8][CH:9]1[CH:14]([O:15][CH2:16][C:17]2[CH:22]=[CH:21][CH:20]=[CH:19][CH:18]=2)[CH:13]([O:23][CH2:24][C:25]2[CH:30]=[CH:29][CH:28]=[CH:27][CH:26]=2)[CH:12]([C:31]([CH3:39])([CH3:38])[O:32][SiH2:33][C:34]([CH3:37])([CH3:36])[CH3:35])[O:11][CH:10]1[CH2:40][CH2:41][CH2:42][N:56]=[N+:57]=[N-:58])[C:2]1[CH:7]=[CH:6][CH:5]=[CH:4][CH:3]=1, predict the reactants needed to synthesize it. The reactants are: [CH2:1]([O:8][CH:9]1[CH:14]([O:15][CH2:16][C:17]2[CH:22]=[CH:21][CH:20]=[CH:19][CH:18]=2)[CH:13]([O:23][CH2:24][C:25]2[CH:30]=[CH:29][CH:28]=[CH:27][CH:26]=2)[CH:12]([C:31]([CH3:39])([CH3:38])[O:32][SiH2:33][C:34]([CH3:37])([CH3:36])[CH3:35])[O:11][CH:10]1[CH2:40][CH2:41][CH2:42]O)[C:2]1[CH:7]=[CH:6][CH:5]=[CH:4][CH:3]=1.C(N(CC)CC)C.CS(Cl)(=O)=O.[N-:56]=[N+:57]=[N-:58].[Na+]. (2) Given the product [NH2:42][C:37]1([CH2:36][O:35][C:34]2[CH:33]=[CH:32][C:31]([CH2:29][CH2:2][CH2:1][NH:3][C:4]3[CH:9]=[C:8]([O:10][CH3:11])[CH:7]=[CH:6][C:5]=3[C@@H:12]3[CH2:21][CH2:20][C:19]4[CH:18]=[C:17]([OH:22])[CH:16]=[CH:15][C:14]=4[CH2:13]3)=[CH:51][CH:50]=2)[CH2:38][CH2:39][CH2:40][CH2:41]1, predict the reactants needed to synthesize it. The reactants are: [CH2:1]([NH:3][C:4]1[CH:9]=[C:8]([O:10][CH3:11])[CH:7]=[CH:6][C:5]=1[C@@H:12]1[CH2:21][CH2:20][C:19]2[CH:18]=[C:17]([O:22]C(=O)C(C)(C)C)[CH:16]=[CH:15][C:14]=2[CH2:13]1)[CH3:2].[CH:29]([C:31]1[CH:51]=[CH:50][C:34]([O:35][CH2:36][C:37]2([NH:42]C(=O)OC(C)(C)C)[CH2:41][CH2:40][CH2:39][CH2:38]2)=[CH:33][CH:32]=1)=O.